Dataset: Full USPTO retrosynthesis dataset with 1.9M reactions from patents (1976-2016). Task: Predict the reactants needed to synthesize the given product. (1) Given the product [F:53][C:47]1[CH:48]=[CH:49][C:50]([C:7]2[C:2]([F:1])=[N:3][CH:4]=[CH:5][CH:6]=2)=[CH:51][C:46]=1[C@@:34]12[N:33]=[C:32]([NH2:24])[S:41][CH2:40][C@@H:39]1[CH2:38][C@H:37]([C:42]([F:45])([F:43])[F:44])[O:36][CH2:35]2, predict the reactants needed to synthesize it. The reactants are: [F:1][C:2]1[C:7](B(O)O)=[CH:6][CH:5]=[CH:4][N:3]=1.C(=O)([O-])[O-].[Na+].[Na+].C(OC([N:24]([C:32]1[S:41][CH2:40][C@H:39]2[C@:34]([C:46]3[CH:51]=[C:50](Br)[CH:49]=[CH:48][C:47]=3[F:53])([CH2:35][O:36][C@@H:37]([C:42]([F:45])([F:44])[F:43])[CH2:38]2)[N:33]=1)C(OC(C)(C)C)=O)=O)(C)(C)C. (2) Given the product [C:13]([C:21]1[CH:22]=[CH:23][C:41]([C:40]([OH:43])=[O:42])=[C:25]([N:27]([C:31]2[CH:32]=[CH:33][C:34]([F:37])=[CH:35][CH:36]=2)[C:28](=[O:30])[CH3:29])[CH:26]=1)(=[O:20])[C:14]1[CH:15]=[CH:16][CH:17]=[CH:18][CH:19]=1, predict the reactants needed to synthesize it. The reactants are: [Mn]([O-])(=O)(=O)=O.[K+].N1C=CC=CC=1.[C:13]([C:21]1[CH:22]=[CH:23]C(C)=[C:25]([N:27]([C:31]2[CH:36]=[CH:35][C:34]([F:37])=[CH:33][CH:32]=2)[C:28](=[O:30])[CH3:29])[CH:26]=1)(=[O:20])[C:14]1[CH:19]=[CH:18][CH:17]=[CH:16][CH:15]=1.Cl.[C:40]([O:43]CC)(=[O:42])[CH3:41]. (3) Given the product [Br:11][C:10]1[C:9]([Br:12])=[CH:8][N:7]=[CH:6][C:5]=1[CH:4]=[O:3], predict the reactants needed to synthesize it. The reactants are: C([O:3][C:4](=O)[C:5]1[C:10]([Br:11])=[C:9]([Br:12])[CH:8]=[N:7][CH:6]=1)C.[H-].C([Al+]CC(C)C)C(C)C.Cl.